This data is from Full USPTO retrosynthesis dataset with 1.9M reactions from patents (1976-2016). The task is: Predict the reactants needed to synthesize the given product. (1) The reactants are: [OH:1][CH2:2][C:3]1([C:15](=O)[NH:16][CH2:17][C:18](=[O:24])[N:19]2[CH2:23][CH2:22][CH2:21][CH2:20]2)[CH2:7][CH2:6][CH2:5][N:4]1[C:8]([O:10][C:11]([CH3:14])([CH3:13])[CH3:12])=[O:9].CC(OC(/N=N/C(OC(C)C)=O)=O)C. Given the product [O:1]=[C:2]1[C:3]2([CH2:7][CH2:6][CH2:5][N:4]2[C:8]([O:10][C:11]([CH3:13])([CH3:12])[CH3:14])=[O:9])[CH2:15][N:16]1[CH2:17][C:18](=[O:24])[N:19]1[CH2:20][CH2:21][CH2:22][CH2:23]1, predict the reactants needed to synthesize it. (2) Given the product [O:22]=[C:21]([NH:23][C:24]1[CH:25]=[CH:26][C:27]([O:30][C:31]([F:32])([F:33])[F:34])=[CH:28][CH:29]=1)[CH2:20][N:4]1[CH2:5][CH2:6][CH2:7][N:1]([CH2:8][C:9]2[CH:18]=[CH:17][C:12]([C:13]([O:15][CH3:16])=[O:14])=[CH:11][CH:10]=2)[CH2:2][CH2:3]1, predict the reactants needed to synthesize it. The reactants are: [N:1]1([CH2:8][C:9]2[CH:18]=[CH:17][C:12]([C:13]([O:15][CH3:16])=[O:14])=[CH:11][CH:10]=2)[CH2:7][CH2:6][CH2:5][NH:4][CH2:3][CH2:2]1.Cl[CH2:20][C:21]([NH:23][C:24]1[CH:29]=[CH:28][C:27]([O:30][C:31]([F:34])([F:33])[F:32])=[CH:26][CH:25]=1)=[O:22].C(N(CC)CC)C. (3) Given the product [CH2:29]([N:22]([CH:23]1[CH2:28][CH2:27][O:26][CH2:25][CH2:24]1)[C:4]1[C:5]([CH3:21])=[C:6]([C:7]([NH:9][CH2:10][C:11]2[C:12](=[O:19])[NH:13][C:14]([CH3:18])=[CH:15][C:16]=2[CH2:17][CH2:60][CH3:61])=[O:8])[CH:20]=[C:2]([C:41]2[CH:40]=[CH:39][C:38]([CH2:37][N:34]3[CH2:35][CH2:36][O:31][CH2:32][CH2:33]3)=[CH:43][CH:42]=2)[CH:3]=1)[CH3:30], predict the reactants needed to synthesize it. The reactants are: Br[C:2]1[CH:3]=[C:4]([N:22]([CH2:29][CH3:30])[CH:23]2[CH2:28][CH2:27][O:26][CH2:25][CH2:24]2)[C:5]([CH3:21])=[C:6]([CH:20]=1)[C:7]([NH:9][CH2:10][C:11]1[C:12](=[O:19])[NH:13][C:14]([CH3:18])=[CH:15][C:16]=1[CH3:17])=[O:8].[O:31]1[CH2:36][CH2:35][N:34]([CH2:37][C:38]2[CH:43]=[CH:42][C:41](B3OC(C)(C)C(C)(C)O3)=[CH:40][CH:39]=2)[CH2:33][CH2:32]1.C([O-])([O-])=O.[Na+].[Na+].O1CCO[CH2:61][CH2:60]1.O. (4) Given the product [CH2:51]([C:49]1[CH:48]=[C:42]([CH:41]=[C:40]([C:39]2[NH:10][C:9]3=[N:8][C:7]([N:11]4[CH2:16][CH2:15][CH2:14][C@@H:13]([C:17]([N:19]5[CH2:23][CH2:22][CH2:21][CH2:20]5)=[O:18])[CH2:12]4)=[CH:6][CH:5]=[C:4]3[N:3]=2)[N:50]=1)[C:43]([O:45][CH2:46][CH3:47])=[O:44])[CH3:52], predict the reactants needed to synthesize it. The reactants are: Cl.Cl.[NH2:3][C:4]1[CH:5]=[CH:6][C:7]([N:11]2[CH2:16][CH2:15][CH2:14][C@@H:13]([C:17]([N:19]3[CH2:23][CH2:22][CH2:21][CH2:20]3)=[O:18])[CH2:12]2)=[N:8][C:9]=1[NH2:10].C(O)(=O)C.C(N(CC)CC)C.Cl.C(O[C:39](=N)[C:40]1[CH:41]=[C:42]([CH:48]=[C:49]([CH2:51][CH3:52])[N:50]=1)[C:43]([O:45][CH2:46][CH3:47])=[O:44])C. (5) Given the product [C:36]([C:32]1[CH:31]=[C:30]([O:29][C:28]2[CH:39]=[CH:22][C:23]([NH:19][C:12]([NH:11][C:7]3[CH:6]=[C:5]4[C:10](=[CH:9][CH:8]=3)[N:2]([CH3:1])[N:3]=[CH:4]4)=[O:13])=[CH:26][CH:27]=2)[CH:35]=[CH:34][N:33]=1)(=[O:38])[CH3:37], predict the reactants needed to synthesize it. The reactants are: [CH3:1][N:2]1[C:10]2[C:5](=[CH:6][C:7]([NH2:11])=[CH:8][CH:9]=2)[CH:4]=[N:3]1.[C:12]([N:19]1[CH:23]=[CH:22]N=C1)(N1C=CN=C1)=[O:13].NC1C=[CH:39][C:28]([O:29][C:30]2[CH:35]=[CH:34][N:33]=[C:32]([C:36](=[O:38])[CH3:37])[CH:31]=2)=[CH:27][CH:26]=1. (6) Given the product [OH:2][C:3]1[CH:4]=[C:5]([C:14]2[C:15]([C:30]([O:32][CH2:33][CH3:34])=[O:31])=[C:16]([C:19]3[C:20]([C:26]([F:28])([F:29])[F:27])=[N+:21]([O-:25])[CH:22]=[CH:23][CH:24]=3)[O:17][CH:18]=2)[CH:6]=[C:7]([N+:11]([O-:13])=[O:12])[C:8]=1[OH:9], predict the reactants needed to synthesize it. The reactants are: C[O:2][C:3]1[CH:4]=[C:5]([C:14]2[C:15]([C:30]([O:32][CH2:33][CH3:34])=[O:31])=[C:16]([C:19]3[C:20]([C:26]([F:29])([F:28])[F:27])=[N+:21]([O-:25])[CH:22]=[CH:23][CH:24]=3)[O:17][CH:18]=2)[CH:6]=[C:7]([N+:11]([O-:13])=[O:12])[C:8]=1[O:9]C.B(Br)(Br)Br.